From a dataset of Full USPTO retrosynthesis dataset with 1.9M reactions from patents (1976-2016). Predict the reactants needed to synthesize the given product. (1) Given the product [Cl:13][C:14]1[CH:15]=[CH:16][C:17]([NH:42][CH3:41])=[C:18]([C:20]2[N:21]=[C:22]([NH:30][C:31]3[C:36]([C:37]([NH:3][CH3:1])=[O:38])=[CH:35][N:34]=[CH:33][CH:32]=3)[C:23]3[CH:29]=[CH:28][CH:27]=[N:26][C:24]=3[N:25]=2)[CH:19]=1, predict the reactants needed to synthesize it. The reactants are: [C:1](N1C=CN=C1)([N:3]1C=CN=C1)=O.[Cl:13][C:14]1[CH:15]=[CH:16][C:17](F)=[C:18]([C:20]2[N:21]=[C:22]([NH:30][C:31]3[C:36]([C:37](O)=[O:38])=[CH:35][N:34]=[CH:33][CH:32]=3)[C:23]3[CH:29]=[CH:28][CH:27]=[N:26][C:24]=3[N:25]=2)[CH:19]=1.[CH3:41][NH2:42]. (2) The reactants are: [H-].[H-].[H-].[H-].[Li+].[Al+3].OS(O)(=O)=O.[Br:12][C:13]1[CH:14]=[C:15]([CH:18]=[CH:19][C:20]=1[CH3:21])[C:16]#[N:17].[OH-].[Na+].[ClH:24]. Given the product [ClH:24].[Br:12][C:13]1[CH:14]=[C:15]([CH2:16][NH2:17])[CH:18]=[CH:19][C:20]=1[CH3:21], predict the reactants needed to synthesize it. (3) Given the product [CH3:16][N:17]([CH3:21])[CH2:18][CH2:19][NH:20][C:2]1[N:3]=[N+:4]([O-:15])[C:5]2[CH:11]=[C:10]3[CH2:12][CH2:13][O:14][C:9]3=[CH:8][C:6]=2[N:7]=1, predict the reactants needed to synthesize it. The reactants are: Cl[C:2]1[N:3]=[N+:4]([O-:15])[C:5]2[CH:11]=[C:10]3[CH2:12][CH2:13][O:14][C:9]3=[CH:8][C:6]=2[N:7]=1.[CH3:16][N:17]([CH3:21])[CH2:18][CH2:19][NH2:20].